This data is from Full USPTO retrosynthesis dataset with 1.9M reactions from patents (1976-2016). The task is: Predict the reactants needed to synthesize the given product. (1) Given the product [Cl:1][C:2]1[C:3]2[N:23]=[N:24][N:9]([CH2:10][C:11]3[CH:12]=[C:13]([O:21][CH3:22])[C:14]([O:19][CH3:20])=[C:15]([O:17][CH3:18])[CH:16]=3)[C:4]=2[N:5]=[C:6]([NH2:8])[N:7]=1, predict the reactants needed to synthesize it. The reactants are: [Cl:1][C:2]1[N:7]=[C:6]([NH2:8])[N:5]=[C:4]([NH:9][CH2:10][C:11]2[CH:16]=[C:15]([O:17][CH3:18])[C:14]([O:19][CH3:20])=[C:13]([O:21][CH3:22])[CH:12]=2)[C:3]=1[NH2:23].[N:24]([O-])=O.[Na+]. (2) Given the product [CH:1]1([C:4]2[O:5][C:6]([C:9]3[CH:10]=[C:11]4[C:15](=[CH:16][CH:17]=3)[NH:14][CH:13]=[C:12]4[C:28]3[N:33]=[C:32]([CH:34]4[CH2:36][CH2:35]4)[CH:31]=[CH:30][N:29]=3)=[N:7][N:8]=2)[CH2:3][CH2:2]1, predict the reactants needed to synthesize it. The reactants are: [CH:1]1([C:4]2[O:5][C:6]([C:9]3[CH:10]=[C:11]4[C:15](=[CH:16][CH:17]=3)[N:14](S(C3C=CC(C)=CC=3)(=O)=O)[CH:13]=[C:12]4[C:28]3[N:33]=[C:32]([CH:34]4[CH2:36][CH2:35]4)[CH:31]=[CH:30][N:29]=3)=[N:7][N:8]=2)[CH2:3][CH2:2]1.[OH-].[Na+]. (3) Given the product [C:22]([C:3]1[CH:4]=[C:5]([F:21])[C:6]([NH:8][CH:9]([C:16]([CH3:20])([CH3:19])[CH2:17][CH3:18])[CH2:10][C:11]([O:13][CH2:14][CH3:15])=[O:12])=[N:7][C:2]=1[C:33]1[C:27]2[C:28](=[N:29][CH:30]=[C:25]([F:24])[CH:26]=2)[N:31]([S:43]([C:46]2[CH:51]=[CH:50][C:49]([CH3:52])=[CH:48][CH:47]=2)(=[O:44])=[O:45])[CH:32]=1)#[N:23], predict the reactants needed to synthesize it. The reactants are: Cl[C:2]1[N:7]=[C:6]([NH:8][CH:9]([C:16]([CH3:20])([CH3:19])[CH2:17][CH3:18])[CH2:10][C:11]([O:13][CH2:14][CH3:15])=[O:12])[C:5]([F:21])=[CH:4][C:3]=1[C:22]#[N:23].[F:24][C:25]1[CH:26]=[C:27]2[C:33](B3OC(C)(C)C(C)(C)O3)=[CH:32][N:31]([S:43]([C:46]3[CH:51]=[CH:50][C:49]([CH3:52])=[CH:48][CH:47]=3)(=[O:45])=[O:44])[C:28]2=[N:29][CH:30]=1.[O-]P([O-])([O-])=O.[K+].[K+].[K+].CC(C1C=C(C(C)C)C(C2C=CC=CC=2P(C2CCCCC2)C2CCCCC2)=C(C(C)C)C=1)C.